Dataset: Catalyst prediction with 721,799 reactions and 888 catalyst types from USPTO. Task: Predict which catalyst facilitates the given reaction. (1) Reactant: [F:1][C:2]1[CH:3]=[CH:4][C:5]([CH3:15])=[C:6]([C:8]([CH3:14])([CH3:13])[CH2:9][C:10]([OH:12])=O)[CH:7]=1.O=S(Cl)Cl.[NH:20]1[CH2:25][CH2:24][O:23][CH2:22][CH2:21]1.N1C=CC=CC=1.Cl. Product: [F:1][C:2]1[CH:3]=[CH:4][C:5]([CH3:15])=[C:6]([C:8]([CH3:14])([CH3:13])[CH2:9][C:10]([N:20]2[CH2:25][CH2:24][O:23][CH2:22][CH2:21]2)=[O:12])[CH:7]=1. The catalyst class is: 4. (2) Reactant: [C:1]1([CH3:10])[CH:6]=[CH:5][C:4](B(O)O)=[CH:3][CH:2]=1.Br[C:12]1[CH:13]=[N:14][CH:15]=[CH:16][CH:17]=1.C([O-])([O-])=O.[Na+].[Na+]. Product: [N:14]1[CH:15]=[CH:16][CH:17]=[C:12]([C:4]2[CH:5]=[CH:6][C:1]([CH3:10])=[CH:2][CH:3]=2)[CH:13]=1. The catalyst class is: 398.